This data is from Forward reaction prediction with 1.9M reactions from USPTO patents (1976-2016). The task is: Predict the product of the given reaction. (1) Given the reactants O1CCCC1.[Br:6][C:7]1[N:8]=[C:9]2[CH2:14][CH:13]([C:15]([O:17][CH3:18])=[O:16])[CH2:12][CH2:11][N:10]2[C:19]=1Br.C([Mg]Br)(C)C.O, predict the reaction product. The product is: [Br:6][C:7]1[N:8]=[C:9]2[CH2:14][CH:13]([C:15]([O:17][CH3:18])=[O:16])[CH2:12][CH2:11][N:10]2[CH:19]=1. (2) Given the reactants [Cl:1][C:2]1[CH:3]=[C:4]([C:13]([O:15]CC)=[O:14])[CH:5]=[N:6][C:7]=1[N:8]1[CH2:12][CH2:11][CH2:10][CH2:9]1.[OH-].[Na+].Cl, predict the reaction product. The product is: [Cl:1][C:2]1[CH:3]=[C:4]([C:13]([OH:15])=[O:14])[CH:5]=[N:6][C:7]=1[N:8]1[CH2:12][CH2:11][CH2:10][CH2:9]1. (3) Given the reactants [NH2:1][CH2:2][C:3]1[CH:4]=[C:5]([C:12]2[NH:16][C:15](=[O:17])[N:14]([C:18]3[CH:23]=[CH:22][C:21]([C:24]([F:27])([F:26])[F:25])=[CH:20][CH:19]=3)[N:13]=2)[C:6]([CH:9]([F:11])[F:10])=[N:7][CH:8]=1.[CH:28]1([C:32](Cl)=[O:33])[CH2:31][CH2:30][CH2:29]1, predict the reaction product. The product is: [F:10][CH:9]([F:11])[C:6]1[N:7]=[CH:8][C:3]([CH2:2][NH:1][C:32]([CH:28]2[CH2:31][CH2:30][CH2:29]2)=[O:33])=[CH:4][C:5]=1[C:12]1[NH:16][C:15](=[O:17])[N:14]([C:18]2[CH:23]=[CH:22][C:21]([C:24]([F:26])([F:25])[F:27])=[CH:20][CH:19]=2)[N:13]=1. (4) Given the reactants [N:1]1[CH:6]=[CH:5][C:4]([NH:7][C:8]([C:10]2[C:15]([NH2:16])=[N:14][CH:13]=[C:12](Br)[N:11]=2)=[O:9])=[CH:3][CH:2]=1.CC1(C)C(C)(C)OB([C:26]2[S:30][C:29]([CH2:31][N:32]3[CH2:37][CH2:36][CH2:35][CH2:34][CH2:33]3)=[CH:28][CH:27]=2)O1, predict the reaction product. The product is: [N:1]1[CH:6]=[CH:5][C:4]([NH:7][C:8]([C:10]2[C:15]([NH2:16])=[N:14][CH:13]=[C:12]([C:26]3[S:30][C:29]([CH2:31][N:32]4[CH2:37][CH2:36][CH2:35][CH2:34][CH2:33]4)=[CH:28][CH:27]=3)[N:11]=2)=[O:9])=[CH:3][CH:2]=1. (5) The product is: [CH3:1][N:2]([CH3:7])[CH2:3][CH2:4][CH2:5][NH:6][C:9](=[O:10])[CH2:11][CH2:12][C:13]1[CH:14]=[CH:15][CH:16]=[CH:17][C:18]=1[OH:8]. Given the reactants [CH3:1][N:2]([CH3:7])[CH2:3][CH2:4][CH2:5][NH2:6].[O:8]1[C:18]2[C:13](=[CH:14][CH:15]=[CH:16][CH:17]=2)[CH2:12][CH2:11][C:9]1=[O:10], predict the reaction product. (6) Given the reactants [NH:1]1[CH:5]=[CH:4][N:3]=[C:2]1[CH2:6][N:7]([CH2:15][C:16]1[CH:34]=[CH:33][C:19]([CH2:20][NH:21][CH2:22][CH2:23][CH2:24][CH2:25][N:26]([CH2:30][CH2:31][CH3:32])[CH2:27][CH2:28][CH3:29])=[CH:18][CH:17]=1)[CH2:8][C:9]1[N:10]([CH3:14])[CH:11]=[CH:12][N:13]=1.[CH2:35]([N:37](CC)CC)C.C(Br)#N.C(=O)([O-])O.[Na+], predict the reaction product. The product is: [CH2:30]([N:26]([CH2:27][CH2:28][CH3:29])[CH2:25][CH2:24][CH2:23][CH2:22][N:21]([CH2:20][C:19]1[CH:33]=[CH:34][C:16]([CH2:15][N:7]([CH2:6][C:2]2[NH:3][CH:4]=[CH:5][N:1]=2)[CH2:8][C:9]2[N:10]([CH3:14])[CH:11]=[CH:12][N:13]=2)=[CH:17][CH:18]=1)[C:35]#[N:37])[CH2:31][CH3:32]. (7) Given the reactants [O:1]1[CH2:6][CH2:5][CH:4]([SH:7])[CH2:3][CH2:2]1.F[C:9]1[CH:16]=[CH:15][C:12]([C:13]#[N:14])=[CH:11][CH:10]=1.C(=O)([O-])[O-].[K+].[K+], predict the reaction product. The product is: [O:1]1[CH2:6][CH2:5][CH:4]([S:7][C:9]2[CH:16]=[CH:15][C:12]([C:13]#[N:14])=[CH:11][CH:10]=2)[CH2:3][CH2:2]1. (8) Given the reactants [CH2:1]([O:8][C:9]1[C:16]([CH3:17])=[CH:15][CH:14]=[CH:13][C:10]=1[CH:11]=[O:12])[C:2]1[CH:7]=[CH:6][CH:5]=[CH:4][CH:3]=1.[CH3:18][O:19][C:20]1[CH:25]=[CH:24][C:23]([Mg]Br)=[CH:22][CH:21]=1.[Cl-].[NH4+], predict the reaction product. The product is: [CH2:1]([O:8][C:9]1[C:16]([CH3:17])=[CH:15][CH:14]=[CH:13][C:10]=1[CH:11]([C:23]1[CH:24]=[CH:25][C:20]([O:19][CH3:18])=[CH:21][CH:22]=1)[OH:12])[C:2]1[CH:3]=[CH:4][CH:5]=[CH:6][CH:7]=1. (9) Given the reactants [C:1]([C:4]1[CH:5]=[C:6]([Br:13])[CH:7]=[CH:8][C:9]=1[N+:10]([O-:12])=[O:11])(=[O:3])[CH3:2].[BH4-].[Na+], predict the reaction product. The product is: [Br:13][C:6]1[CH:7]=[CH:8][C:9]([N+:10]([O-:12])=[O:11])=[C:4]([CH:1]([OH:3])[CH3:2])[CH:5]=1. (10) Given the reactants O[CH:2]=[C:3]1[C:11]2[C:6](=[CH:7][C:8]([C:12]([C:14]3[CH:15]=[C:16]([NH:20][C:21]([C:23]4[CH:24]=[N:25][N:26]([CH3:29])[C:27]=4[Cl:28])=[O:22])[CH:17]=[CH:18][CH:19]=3)=[O:13])=[CH:9][CH:10]=2)[NH:5][C:4]1=[O:30].C1COCC1.[NH2:36][C:37]1[CH:42]=[CH:41][C:40]([CH2:43][CH2:44][C:45]([OH:47])=[O:46])=[CH:39][CH:38]=1, predict the reaction product. The product is: [Cl:28][C:27]1[N:26]([CH3:29])[N:25]=[CH:24][C:23]=1[C:21]([NH:20][C:16]1[CH:15]=[C:14]([CH:19]=[CH:18][CH:17]=1)[C:12]([C:8]1[CH:7]=[C:6]2[C:11]([C:3](=[CH:2][NH:36][C:37]3[CH:38]=[CH:39][C:40]([CH2:43][CH2:44][C:45]([OH:47])=[O:46])=[CH:41][CH:42]=3)[C:4](=[O:30])[NH:5]2)=[CH:10][CH:9]=1)=[O:13])=[O:22].